This data is from Full USPTO retrosynthesis dataset with 1.9M reactions from patents (1976-2016). The task is: Predict the reactants needed to synthesize the given product. (1) Given the product [CH3:23][O:22][C:20](=[O:21])[C:19]1[CH:24]=[CH:25][CH:26]=[C:27]([N+:28]([O-:30])=[O:29])[C:18]=1[O:16][CH2:15][C@H:11]([NH:10][C:8]([O:7][C:3]([CH3:6])([CH3:5])[CH3:4])=[O:9])[C:12]([OH:14])=[O:13], predict the reactants needed to synthesize it. The reactants are: [H-].[Na+].[C:3]([O:7][C:8]([NH:10][C@@H:11]([CH2:15][OH:16])[C:12]([OH:14])=[O:13])=[O:9])([CH3:6])([CH3:5])[CH3:4].F[C:18]1[C:27]([N+:28]([O-:30])=[O:29])=[CH:26][CH:25]=[CH:24][C:19]=1[C:20]([O:22][CH3:23])=[O:21]. (2) Given the product [I:27][CH2:17][CH2:18][CH2:19][O:1][C:2]1[CH:3]=[CH:4][C:5]([C:6]([C:8]2[CH:13]=[CH:12][CH:11]=[CH:10][CH:9]=2)=[O:7])=[CH:14][CH:15]=1, predict the reactants needed to synthesize it. The reactants are: [OH:1][C:2]1[CH:15]=[CH:14][C:5]([C:6]([C:8]2[CH:13]=[CH:12][CH:11]=[CH:10][CH:9]=2)=[O:7])=[CH:4][CH:3]=1.Br[CH2:17][CH2:18][CH2:19]Cl.C(=O)([O-])[O-].[K+].[K+].[I-:27].[Na+].